From a dataset of Catalyst prediction with 721,799 reactions and 888 catalyst types from USPTO. Predict which catalyst facilitates the given reaction. (1) Reactant: Cl.[NH2:2][CH:3]([CH:7]([C:14]1[CH:19]=[CH:18][CH:17]=[CH:16][CH:15]=1)[C:8]1[CH:13]=[CH:12][CH:11]=[CH:10][CH:9]=1)[C:4]([OH:6])=[O:5].[OH-].[Na+].[C:22]1([CH2:28][C:29](Cl)=[O:30])[CH:27]=[CH:26][CH:25]=[CH:24][CH:23]=1.Cl. Product: [C:22]1([CH2:28][C:29]([NH:2][CH:3]([CH:7]([C:14]2[CH:19]=[CH:18][CH:17]=[CH:16][CH:15]=2)[C:8]2[CH:13]=[CH:12][CH:11]=[CH:10][CH:9]=2)[C:4]([OH:6])=[O:5])=[O:30])[CH:27]=[CH:26][CH:25]=[CH:24][CH:23]=1. The catalyst class is: 13. (2) Reactant: [Br:1][C:2]1[N:3]=[C:4]([C:16]2[CH:21]=[CH:20][C:19]([F:22])=[CH:18][CH:17]=2)[N:5]([CH2:8][O:9][CH2:10][CH2:11][Si:12]([CH3:15])([CH3:14])[CH3:13])[C:6]=1Br.C(O)(C)C.O. Product: [Br:1][C:2]1[N:3]=[C:4]([C:16]2[CH:21]=[CH:20][C:19]([F:22])=[CH:18][CH:17]=2)[N:5]([CH2:8][O:9][CH2:10][CH2:11][Si:12]([CH3:15])([CH3:14])[CH3:13])[CH:6]=1. The catalyst class is: 1.